From a dataset of Full USPTO retrosynthesis dataset with 1.9M reactions from patents (1976-2016). Predict the reactants needed to synthesize the given product. (1) Given the product [C:1]([O:5][C:6]([N:8]([CH3:10])[NH:9][C:16]1[CH:15]=[CH:14][CH:13]=[C:12]([F:11])[CH:17]=1)=[O:7])([CH3:4])([CH3:3])[CH3:2], predict the reactants needed to synthesize it. The reactants are: [C:1]([O:5][C:6]([N:8]([CH3:10])[NH2:9])=[O:7])([CH3:4])([CH3:3])[CH3:2].[F:11][C:12]1[CH:13]=[C:14](B(O)O)[CH:15]=[CH:16][CH:17]=1.C(N(CC)CC)C. (2) Given the product [CH3:1][N:2]1[CH2:7][CH2:6][N:5]([CH2:8][CH2:9][CH2:10][C:11]2[CH:12]=[CH:13][C:14]([NH2:17])=[CH:15][CH:16]=2)[CH2:4][CH2:3]1, predict the reactants needed to synthesize it. The reactants are: [CH3:1][N:2]1[CH2:7][CH2:6][N:5]([CH2:8][C:9]#[C:10][C:11]2[CH:16]=[CH:15][C:14]([N+:17]([O-])=O)=[CH:13][CH:12]=2)[CH2:4][CH2:3]1. (3) Given the product [CH2:1]([O:8][CH2:9][CH2:10][O:11][C:12]1[CH:17]=[C:16]2[C:15](=[CH:14][CH:13]=1)[NH:19][CH:23]=[CH:18]2)[C:2]1[CH:7]=[CH:6][CH:5]=[CH:4][CH:3]=1, predict the reactants needed to synthesize it. The reactants are: [CH2:1]([O:8][CH2:9][CH2:10][O:11][C:12]1[CH:13]=[CH:14][C:15]([N+:19]([O-])=O)=[C:16]([CH3:18])[CH:17]=1)[C:2]1[CH:7]=[CH:6][CH:5]=[CH:4][CH:3]=1.N1CCC[CH2:23]1. (4) Given the product [CH3:45][C:2]1([CH3:1])[O:7][CH2:6][C:5]([NH:37][C:38](=[O:44])[O:39][C:40]([CH3:41])([CH3:43])[CH3:42])([CH2:8][CH2:9][C:10]2[CH:11]=[CH:12][C:13]3[CH2:14][C:15]4[C:20]([S:21][C:22]=3[CH:23]=2)=[CH:19][CH:18]=[C:17]([C:52](=[O:53])[C:51]2[CH:55]=[CH:56][C:48]([C:47]([F:46])([F:57])[F:58])=[CH:49][CH:50]=2)[CH:16]=4)[CH2:4][O:3]1, predict the reactants needed to synthesize it. The reactants are: [CH3:1][C:2]1([CH3:45])[O:7][CH2:6][C:5]([NH:37][C:38](=[O:44])[O:39][C:40]([CH3:43])([CH3:42])[CH3:41])([CH2:8][CH2:9][C:10]2[CH:11]=[CH:12][C:13]3[CH2:14][C:15]4[C:20]([S:21][C:22]=3[CH:23]=2)=[CH:19][CH:18]=[C:17]([Sn](CCCC)(CCCC)CCCC)[CH:16]=4)[CH2:4][O:3]1.[F:46][C:47]([F:58])([F:57])[C:48]1[CH:56]=[CH:55][C:51]([C:52](Cl)=[O:53])=[CH:50][CH:49]=1. (5) Given the product [CH3:16][O:17][C:18]1[CH:25]=[C:24]([O:26][CH3:27])[CH:23]=[CH:22][C:19]=1[CH2:20][N:21]=[C:12]1[C:6]2[CH:5]=[CH:4][C:3]([N:2]([CH3:1])[CH3:15])=[CH:14][C:7]=2[CH2:28][CH2:8][CH2:9][CH2:10][CH2:11]1, predict the reactants needed to synthesize it. The reactants are: [CH3:1][N:2]([CH3:15])[C:3]1[CH:4]=[CH:5][C:6]2[C:12](=O)[CH2:11][CH2:10][CH2:9][CH2:8][C:7]=2[CH:14]=1.[CH3:16][O:17][C:18]1[CH:25]=[C:24]([O:26][CH3:27])[CH:23]=[CH:22][C:19]=1[CH2:20][NH2:21].[CH3:28]CN(CC)CC. (6) Given the product [F:27][C:24]1[CH:25]=[CH:26][C:21]([C:18]2[CH:17]=[C:16]([CH2:15][N:14]3[C:10]4[C:9]5[CH:8]=[CH:7][CH:6]=[CH:5][C:4]=5[N:3]=[C:2]([NH2:29])[C:11]=4[N:12]=[C:13]3[CH3:28])[O:20][N:19]=2)=[CH:22][CH:23]=1, predict the reactants needed to synthesize it. The reactants are: Cl[C:2]1[C:11]2[N:12]=[C:13]([CH3:28])[N:14]([CH2:15][C:16]3[O:20][N:19]=[C:18]([C:21]4[CH:26]=[CH:25][C:24]([F:27])=[CH:23][CH:22]=4)[CH:17]=3)[C:10]=2[C:9]2[CH:8]=[CH:7][CH:6]=[CH:5][C:4]=2[N:3]=1.[NH3:29]. (7) Given the product [CH2:27]([C:22]1[CH:23]=[CH:24][CH:25]=[CH:26][C:21]=1[CH2:20][NH:1][C@H:2]1[CH2:6][CH2:5][N:4]([C:7]2[C:12]([C:13]([O:15][CH:16]([CH3:18])[CH3:17])=[O:14])=[CH:11][CH:10]=[CH:9][N:8]=2)[CH2:3]1)[CH3:28], predict the reactants needed to synthesize it. The reactants are: [NH2:1][C@H:2]1[CH2:6][CH2:5][N:4]([C:7]2[C:12]([C:13]([O:15][CH:16]([CH3:18])[CH3:17])=[O:14])=[CH:11][CH:10]=[CH:9][N:8]=2)[CH2:3]1.Br[CH2:20][C:21]1[CH:26]=[CH:25][CH:24]=[CH:23][C:22]=1[CH2:27][CH3:28].C([O-])([O-])=O.[K+].[K+]. (8) Given the product [Br:1][C:2]1[C:11]2[C:10]([CH3:12])([CH3:13])[CH2:9][CH:8]=[C:7]([C:14]([CH3:17])([CH3:15])[CH3:16])[C:6]=2[CH:5]=[C:4]([C:18]([CH3:29])=[C:19]([F:28])[CH:20]=[CH:21][C:22]([CH3:27])=[CH:23][C:24]([OH:26])=[O:25])[C:3]=1[O:30][CH2:31][CH3:32], predict the reactants needed to synthesize it. The reactants are: [Br:1][C:2]1[C:11]2[C:10]([CH3:13])([CH3:12])[CH2:9][CH:8]=[C:7]([C:14]([CH3:17])([CH3:16])[CH3:15])[C:6]=2[CH:5]=[C:4]([C:18]([CH3:29])=[C:19]([F:28])[CH:20]=[CH:21][C:22]([CH3:27])=[CH:23][C:24]([O-:26])=[O:25])[C:3]=1[O:30][CH2:31][CH3:32].[OH-].[Na+].